This data is from Forward reaction prediction with 1.9M reactions from USPTO patents (1976-2016). The task is: Predict the product of the given reaction. (1) Given the reactants C(O[CH2:9][C:10]([NH:12][N:13]1[CH2:21][C:20]2[C:15](=[C:16]([N+:22]([O-])=O)[CH:17]=[CH:18][CH:19]=2)[C:14]1=[O:25])=[O:11])C1C=CC=CC=1, predict the reaction product. The product is: [NH2:22][C:16]1[CH:17]=[CH:18][CH:19]=[C:20]2[C:15]=1[C:14](=[O:25])[N:13]([NH:12][C:10](=[O:11])[CH3:9])[CH2:21]2. (2) Given the reactants FC(F)(F)C(O)=O.FC(F)(F)C(O)=O.[Cl:15][C:16]1[N:21]=[C:20]([NH:22][C:23]2[CH:28]=[CH:27][CH:26]=[C:25]([NH:29][CH2:30][CH2:31][O:32][C:33]3[CH:38]=[CH:37][CH:36]=[C:35]([N+:39]([O-])=O)[CH:34]=3)[CH:24]=2)[C:19]([Cl:42])=[CH:18][N:17]=1.C(O)(=O)C.O, predict the reaction product. The product is: [NH2:39][C:35]1[CH:34]=[C:33]([CH:38]=[CH:37][CH:36]=1)[O:32][CH2:31][CH2:30][NH:29][C:25]1[CH:26]=[CH:27][CH:28]=[C:23]([NH:22][C:20]2[C:19]([Cl:42])=[CH:18][N:17]=[C:16]([Cl:15])[N:21]=2)[CH:24]=1. (3) Given the reactants [Br:1][C:2]1([CH:9]=[CH:8][CH:7]=[C:6]([F:10])[CH2:5]1)[CH:3]=[O:4].[BH4-].[Na+], predict the reaction product. The product is: [Br:1][C:2]1([CH:9]=[CH:8][CH:7]=[C:6]([F:10])[CH2:5]1)[CH2:3][OH:4]. (4) Given the reactants C(=O)([O-])[O-].[K+].[K+].CN(C)C(=O)C.Cl[C:14]1[CH:19]=[CH:18][C:17]([N+:20]([O-:22])=[O:21])=[CH:16][C:15]=1[Cl:23].[Cl:24][C:25]1[CH:30]=[CH:29][C:28]([SH:31])=[CH:27][CH:26]=1, predict the reaction product. The product is: [Cl:23][C:15]1[CH:16]=[C:17]([N+:20]([O-:22])=[O:21])[CH:18]=[CH:19][C:14]=1[S:31][C:28]1[CH:29]=[CH:30][C:25]([Cl:24])=[CH:26][CH:27]=1. (5) Given the reactants [H-].[Na+].[CH3:3][O:4][CH2:5][CH2:6][N:7]1[CH:11]=[CH:10][CH:9]=[C:8]1[C:12]([C:18]1[CH:23]=[CH:22][C:21]([N:24]([CH3:34])[S:25]([C:28]2[CH:33]=[CH:32][CH:31]=[CH:30][CH:29]=2)(=[O:27])=[O:26])=[CH:20][CH:19]=1)([OH:17])[C:13]([F:16])([F:15])[F:14].I[CH3:36], predict the reaction product. The product is: [CH3:3][O:4][CH2:5][CH2:6][N:7]1[CH:11]=[CH:10][CH:9]=[C:8]1[C:12]([C:18]1[CH:23]=[CH:22][C:21]([N:24]([CH3:34])[S:25]([C:28]2[CH:29]=[CH:30][CH:31]=[CH:32][CH:33]=2)(=[O:27])=[O:26])=[CH:20][CH:19]=1)([O:17][CH3:36])[C:13]([F:15])([F:14])[F:16]. (6) The product is: [I:19][CH2:2][O:3][C:4](=[O:18])[C@H:5]([C@H:14]([CH2:16][CH3:17])[CH3:15])[NH:6][C:7]([O:9][C:10]([CH3:13])([CH3:12])[CH3:11])=[O:8]. Given the reactants Cl[CH2:2][O:3][C:4](=[O:18])[C@H:5]([C@H:14]([CH2:16][CH3:17])[CH3:15])[NH:6][C:7]([O:9][C:10]([CH3:13])([CH3:12])[CH3:11])=[O:8].[I-:19].[Na+], predict the reaction product. (7) Given the reactants [Cl:1][C:2]1[C:7]([C:8]2[CH:13]=[CH:12][CH:11]=[CH:10][C:9]=2[CH3:14])=[C:6]([OH:15])[C:5]([CH:16]=[O:17])=[CH:4][CH:3]=1.[H-].[Na+].[CH2:20](Br)[C:21]1[CH:26]=[CH:25][CH:24]=[CH:23][CH:22]=1, predict the reaction product. The product is: [CH2:20]([O:15][C:6]1[C:5]([CH:16]=[O:17])=[CH:4][CH:3]=[C:2]([Cl:1])[C:7]=1[C:8]1[CH:13]=[CH:12][CH:11]=[CH:10][C:9]=1[CH3:14])[C:21]1[CH:26]=[CH:25][CH:24]=[CH:23][CH:22]=1.